This data is from Full USPTO retrosynthesis dataset with 1.9M reactions from patents (1976-2016). The task is: Predict the reactants needed to synthesize the given product. (1) Given the product [CH2:1]([C:3]1[N:7]2[N:8]=[C:9]([CH2:21][C:22]([CH3:25])([CH3:23])[CH3:24])[CH:10]=[C:11]([C:12]3[CH:13]=[C:14]([CH:18]=[CH:19][CH:20]=3)[C:15]([OH:16])=[O:26])[C:6]2=[CH:5][CH:4]=1)[CH3:2], predict the reactants needed to synthesize it. The reactants are: [CH2:1]([C:3]1[N:7]2[N:8]=[C:9]([CH2:21][C:22]([CH3:25])([CH3:24])[CH3:23])[CH:10]=[C:11]([C:12]3[CH:13]=[C:14]([CH:18]=[CH:19][CH:20]=3)[C:15](N)=[O:16])[C:6]2=[CH:5][CH:4]=1)[CH3:2].[OH2:26].[OH-].[K+].Cl. (2) Given the product [C:4]([O:8][C:9]([N:11]1[CH2:16][CH2:15][C:14]([C:17]2[CH:18]=[CH:19][C:20]([Cl:23])=[CH:21][CH:22]=2)([C:24]([OH:26])([CH3:1])[CH3:25])[CH2:13][CH2:12]1)=[O:10])([CH3:7])([CH3:5])[CH3:6], predict the reactants needed to synthesize it. The reactants are: [CH3:1][Mg]Br.[C:4]([O:8][C:9]([N:11]1[CH2:16][CH2:15][C:14]([C:24](=[O:26])[CH3:25])([C:17]2[CH:22]=[CH:21][C:20]([Cl:23])=[CH:19][CH:18]=2)[CH2:13][CH2:12]1)=[O:10])([CH3:7])([CH3:6])[CH3:5]. (3) Given the product [Br:16][C:17]1[CH:22]=[CH:21][C:20]([CH:23]([N:10]2[CH2:15][CH2:14][O:13][CH2:12][CH2:11]2)[CH3:24])=[CH:19][CH:18]=1, predict the reactants needed to synthesize it. The reactants are: CCN(C(C)C)C(C)C.[NH:10]1[CH2:15][CH2:14][O:13][CH2:12][CH2:11]1.[Br:16][C:17]1[CH:22]=[CH:21][C:20]([CH:23](Cl)[CH3:24])=[CH:19][CH:18]=1. (4) Given the product [CH3:1][C:2]1[CH:17]=[C:16]([CH3:18])[C:5]2[N:6]([CH2:10][C:11]([N:13]([CH3:14])[CH3:15])=[O:12])[C:7](=[O:9])[N:8]([CH2:22][C:23]3[CH:32]=[CH:31][C:30]4[C:25](=[CH:26][C:27]5[CH2:44][C@:34]6([C:42]7[C:37](=[N:38][CH:39]=[CH:40][CH:41]=7)[NH:36][C:35]6=[O:43])[CH2:33][C:28]=5[CH:29]=4)[N:24]=3)[C:4]=2[CH:3]=1, predict the reactants needed to synthesize it. The reactants are: [CH3:1][C:2]1[CH:17]=[C:16]([CH3:18])[C:5]2[N:6]([CH2:10][C:11]([N:13]([CH3:15])[CH3:14])=[O:12])[C:7](=[O:9])[NH:8][C:4]=2[CH:3]=1.[H-].[Na+].O[CH2:22][C:23]1[CH:32]=[CH:31][C:30]2[C:25](=[CH:26][C:27]3[CH2:44][C@:34]4([C:42]5[C:37](=[N:38][CH:39]=[CH:40][CH:41]=5)[NH:36][C:35]4=[O:43])[CH2:33][C:28]=3[CH:29]=2)[N:24]=1. (5) The reactants are: [CH2:1]([N:8]1[CH2:13][CH2:12][N:11]([C:14]([O:16][C:17]([CH3:20])([CH3:19])[CH3:18])=[O:15])[C@H:10]([CH2:21][C:22]2[CH:27]=[CH:26][C:25]([OH:28])=[CH:24][CH:23]=2)[CH2:9]1)[C:2]1[CH:7]=[CH:6][CH:5]=[CH:4][CH:3]=1.C(=O)([O-])[O-].[K+].[K+].[F:35][C:36]([F:51])([F:50])[S:37](OC1C=CC([N+]([O-])=O)=CC=1)(=[O:39])=[O:38].O. Given the product [CH2:1]([N:8]1[CH2:13][CH2:12][N:11]([C:14]([O:16][C:17]([CH3:19])([CH3:20])[CH3:18])=[O:15])[C@H:10]([CH2:21][C:22]2[CH:27]=[CH:26][C:25]([O:28][S:37]([C:36]([F:51])([F:50])[F:35])(=[O:39])=[O:38])=[CH:24][CH:23]=2)[CH2:9]1)[C:2]1[CH:3]=[CH:4][CH:5]=[CH:6][CH:7]=1, predict the reactants needed to synthesize it.